From a dataset of Experimentally validated miRNA-target interactions with 360,000+ pairs, plus equal number of negative samples. Binary Classification. Given a miRNA mature sequence and a target amino acid sequence, predict their likelihood of interaction. (1) The protein sequence of the target gene is MSVSVLSPSRRLGGVSGILQVTSLLILLLLLIKAAQLYLHRQWLLKALQQFPCPPSHWLFGHIQEFQHDQELQRIQERVKTFPSACPYWIWGGKVRVQLYDPDYMKVILGRSDPKSHGSYKFLAPRIGYGLLLLNGQTWFQHRRMLTPAFHNDILKPYVGLMADSVRVMLDKWEELLGQDSPLEVFQHVSLMTLDTIMKSAFSHQGSIQVDRNSQSYIQAISDLNSLVFCCMRNAFHENDTIYSLTSAGRWTHRACQLAHQHTDQVIQLRKAQLQKEGELEKIKRKRHLDFLDILLLAKM.... Result: 1 (interaction). The miRNA is hsa-miR-541-3p with sequence UGGUGGGCACAGAAUCUGGACU. (2) The miRNA is hsa-miR-4693-3p with sequence UGAGAGUGGAAUUCACAGUAUUU. The protein sequence of the target gene is MLRFPTCFPSFRVVGEKQLPQEIIFLVWSPKRDLIALANTAGEVLLHRLASFHRVWSFPPNENTGKEVTCLAWRPDGKLLAFALADTKKIVLCDVEKPESLHSFSVEAPVSCMHWMEVTVESSVLTSFYNAEDESNLLLPKLPTLPKNYSNTSKIFSEENSDEIIKLLGDVRLNILVLGGSSGFIELYAYGMFKIARVTGIAGTCLALCLSSDLKSLSVVTEVSTNGASEVSYFQLETNLLYSFLPEVTRMARKFTHISALLQYINLSLTCMCEAWEEILMQMDSRLTKFVQEKNTTTSV.... Result: 0 (no interaction). (3) The miRNA is hsa-miR-361-5p with sequence UUAUCAGAAUCUCCAGGGGUAC. The protein sequence of the target gene is MMLPQWLLLLFLLFFFLFLLTRGSLSPTKYNLLELKESCIRNQDCETGCCQRAPDNCESHCAEKGSEGSLCQTQVFFGQYRACPCLRNLTCIYSKNEKWLSIAYGRCQKIGRQKLAKKMFF. Result: 0 (no interaction).